Dataset: Forward reaction prediction with 1.9M reactions from USPTO patents (1976-2016). Task: Predict the product of the given reaction. (1) Given the reactants [F:1][C:2]1[CH:3]=[CH:4][C:5]([N:8]2[CH:12]=[C:11]([C:13](OCC)=[O:14])[CH:10]=[N:9]2)=[N:6][CH:7]=1.[H-].C([Al+]CC(C)C)C(C)C.CCCCCC.Cl, predict the reaction product. The product is: [F:1][C:2]1[CH:3]=[CH:4][C:5]([N:8]2[CH:12]=[C:11]([CH2:13][OH:14])[CH:10]=[N:9]2)=[N:6][CH:7]=1. (2) The product is: [NH2:19][C:16]1[CH:15]=[CH:14][C:13]([CH2:12][N:4]([CH2:3][CH2:2][OH:1])[C:5](=[O:11])[O:6][C:7]([CH3:9])([CH3:10])[CH3:8])=[CH:18][CH:17]=1. Given the reactants [OH:1][CH2:2][CH2:3][N:4]([CH2:12][C:13]1[CH:18]=[CH:17][C:16]([N+:19]([O-])=O)=[CH:15][CH:14]=1)[C:5](=[O:11])[O:6][C:7]([CH3:10])([CH3:9])[CH3:8], predict the reaction product. (3) Given the reactants [CH:1]([C:5]1[CH:18]=[CH:17][C:16]2[C:7](=[C:8]3[C:13](=[CH:14][CH:15]=2)[CH:12]=[CH:11][C:10]([CH:19](CC)C)=[N:9]3)[N:6]=1)(CC)C.N1C2C(=CC=C3C=2N=CC=C3)C=CC=1.C[Li], predict the reaction product. The product is: [CH3:19][C:10]1[CH:11]=[CH:12][C:13]2[C:8](=[C:7]3[C:16](=[CH:15][CH:14]=2)[CH:17]=[CH:18][C:5]([CH3:1])=[N:6]3)[N:9]=1.